This data is from Reaction yield outcomes from USPTO patents with 853,638 reactions. The task is: Predict the reaction yield, written as a fraction of the theoretical maximum amount of product (1.0 means a 100% yield; for example, 0.34 means a 34% yield). (1) The reactants are C[O:2][C:3]([C:5]1[CH:10]=[CH:9][N:8]=[C:7]([O:11][C:12]2[CH:17]=[CH:16][CH:15]=[CH:14][CH:13]=2)[N:6]=1)=[O:4].[OH-].[Na+]. The catalyst is CO. The product is [O:11]([C:7]1[N:6]=[C:5]([C:3]([OH:4])=[O:2])[CH:10]=[CH:9][N:8]=1)[C:12]1[CH:13]=[CH:14][CH:15]=[CH:16][CH:17]=1. The yield is 0.600. (2) The reactants are [Cl:1][C:2]1[CH:3]=[C:4]([N:8]2[CH2:13][CH2:12][N:11]([CH2:14][CH2:15][NH2:16])[CH2:10][CH2:9]2)[CH:5]=[CH:6][CH:7]=1.[CH2:17]([C:20]1[N:24]([C:25]([CH3:28])([CH3:27])[CH3:26])[N:23]=[C:22]([CH:29]=O)[CH:21]=1)[CH2:18][CH3:19]. No catalyst specified. The product is [C:25]([N:24]1[C:20]([CH2:17][CH2:18][CH3:19])=[CH:21][C:22]([CH2:29][NH:16][CH2:15][CH2:14][N:11]2[CH2:10][CH2:9][N:8]([C:4]3[CH:5]=[CH:6][CH:7]=[C:2]([Cl:1])[CH:3]=3)[CH2:13][CH2:12]2)=[N:23]1)([CH3:28])([CH3:27])[CH3:26]. The yield is 0.765. (3) The reactants are [Br:1][C:2]1[CH:7]=[CH:6][C:5]([C:8]2[CH:9]=[N:10][NH:11][CH:12]=2)=[CH:4][CH:3]=1.C(=O)([O-])[O-].[K+].[K+].[CH3:19][C:20]1([CH3:23])[CH2:22][O:21]1. The catalyst is CN(C=O)C.O. The product is [Br:1][C:2]1[CH:3]=[CH:4][C:5]([C:8]2[CH:12]=[N:11][N:10]([CH2:19][C:20]([CH3:23])([OH:21])[CH3:22])[CH:9]=2)=[CH:6][CH:7]=1. The yield is 1.00. (4) No catalyst specified. The reactants are Br[C:2]1[N:7]=[N:6][C:5]([NH2:8])=[N:4][C:3]=1[C:9]1[CH:14]=[CH:13][CH:12]=[CH:11][CH:10]=1.[F:15][C:16]1[CH:21]=[CH:20][C:19]([OH:22])=[CH:18][CH:17]=1. The yield is 0.0800. The product is [F:15][C:16]1[CH:21]=[CH:20][C:19]([O:22][C:2]2[N:7]=[N:6][C:5]([NH2:8])=[N:4][C:3]=2[C:9]2[CH:14]=[CH:13][CH:12]=[CH:11][CH:10]=2)=[CH:18][CH:17]=1. (5) The reactants are [CH2:1]([O:4][C:5]([NH:7][C:8]1[CH:9]=[C:10]([CH:16]=[CH:17][CH:18]=1)[C:11]([O:13]CC)=O)=[O:6])[CH:2]=[CH2:3].[Cl:19][C:20]1[N:25]=[C:24]([CH3:26])[CH:23]=[CH:22][N:21]=1. The catalyst is [Li+].C[Si]([N-][Si](C)(C)C)(C)C.C1COCC1. The product is [Cl:19][C:20]1[N:25]=[C:24]([CH2:26][C:11]([C:10]2[CH:9]=[C:8]([NH:7][C:5](=[O:6])[O:4][CH2:1][CH:2]=[CH2:3])[CH:18]=[CH:17][CH:16]=2)=[O:13])[CH:23]=[CH:22][N:21]=1. The yield is 0.510. (6) The reactants are [CH3:1][C:2]1[N:3]=[C:4]([NH:7][C:8]2[N:13]=[CH:12][C:11]([S:14][CH2:15][CH2:16][C:17](OC)=O)=[CH:10][C:9]=2[O:21][C:22]2[CH:27]=[CH:26][CH:25]=[CH:24][CH:23]=2)[S:5][CH:6]=1.CC([O-])(C)C.[K+].Br.BrC[C:37]1[CH:42]=[CH:41]C=C[N:38]=1.[Cl-:43].[NH4+].Cl. The catalyst is C1COCC1. The product is [ClH:43].[ClH:43].[CH3:1][C:2]1[N:3]=[C:4]([NH:7][C:8]2[C:9]([O:21][C:22]3[CH:27]=[CH:26][CH:25]=[CH:24][CH:23]=3)=[CH:10][C:11]([S:14][CH2:15][C:16]3[CH:17]=[CH:41][CH:42]=[CH:37][N:38]=3)=[CH:12][N:13]=2)[S:5][CH:6]=1. The yield is 0.605. (7) The reactants are Cl.CNC.[C:5]1(=O)[CH2:10][CH2:9][CH2:8][CH2:7][CH2:6]1.[C-]#N.[K+].CN(C)C1(C#N)CCCC1.[CH3:25][N:26]([CH3:35])[C:27]1([C:33]#[N:34])[CH2:32][CH2:31][CH2:30][CH2:29][CH2:28]1.C1([Li])C=CC=CC=1.[BH4-].[Na+].NC(C1C=CC=CC=1)C1(N(C)C)CCCC1. The catalyst is O.C(OCCCC)CCC.C1COCC1. The product is [NH2:34][CH:33]([C:5]1[CH:10]=[CH:9][CH:8]=[CH:7][CH:6]=1)[C:27]1([N:26]([CH3:35])[CH3:25])[CH2:32][CH2:31][CH2:30][CH2:29][CH2:28]1. The yield is 0.360. (8) The reactants are [CH3:1][C:2]1[N:3]([CH2:9][CH:10]2[CH2:15][CH2:14][O:13][CH2:12][CH2:11]2)[C:4](=[NH:8])[S:5][C:6]=1[CH3:7].[C:16]12([C:26](O)=[O:27])[CH2:25][CH:20]3[CH2:21][CH:22]([CH2:24][CH:18]([CH2:19]3)[CH2:17]1)[CH2:23]2. No catalyst specified. The product is [CH3:1][C:2]1[N:3]([CH2:9][CH:10]2[CH2:15][CH2:14][O:13][CH2:12][CH2:11]2)[C:4](=[N:8][C:26]([C:16]23[CH2:25][CH:20]4[CH2:19][CH:18]([CH2:24][CH:22]([CH2:21]4)[CH2:23]2)[CH2:17]3)=[O:27])[S:5][C:6]=1[CH3:7]. The yield is 0.130. (9) The reactants are [CH3:1][C:2]1[CH:8]=[CH:7][C:5]([NH2:6])=[CH:4][C:3]=1[B:9]1[O:13][C:12]([CH3:15])([CH3:14])[C:11]([CH3:17])([CH3:16])[O:10]1.[F:18][C:19]([F:30])([F:29])[C:20]1[CH:21]=[C:22]([CH:26]=[CH:27][CH:28]=1)[C:23](Cl)=[O:24]. The catalyst is C1COCC1. The product is [CH3:1][C:2]1[CH:8]=[CH:7][C:5]([NH:6][C:23](=[O:24])[C:22]2[CH:26]=[CH:27][CH:28]=[C:20]([C:19]([F:18])([F:29])[F:30])[CH:21]=2)=[CH:4][C:3]=1[B:9]1[O:10][C:11]([CH3:17])([CH3:16])[C:12]([CH3:15])([CH3:14])[O:13]1. The yield is 0.960. (10) The reactants are [Br:1][C:2]1[CH:7]=[CH:6][C:5]([N+:8]([O-])=O)=[C:4]([O:11][CH2:12][CH3:13])[CH:3]=1.CCO.O. The catalyst is [Fe].CC(O)=O. The product is [Br:1][C:2]1[CH:7]=[CH:6][C:5]([NH2:8])=[C:4]([O:11][CH2:12][CH3:13])[CH:3]=1. The yield is 0.960.